This data is from Reaction yield outcomes from USPTO patents with 853,638 reactions. The task is: Predict the reaction yield, written as a fraction of the theoretical maximum amount of product (1.0 means a 100% yield; for example, 0.34 means a 34% yield). The reactants are [C:1]([O:5][C:6]([NH:8][CH:9]([C:11]1[S:12][C:13]([C:16]([OH:18])=[O:17])=[CH:14][N:15]=1)[CH3:10])=[O:7])([CH3:4])([CH3:3])[CH3:2].[OH-].[K+].[CH2:21](Br)[C:22]1[CH:27]=[CH:26][CH:25]=[CH:24][CH:23]=1. The yield is 0.730. The catalyst is CS(C)=O. The product is [C:1]([O:5][C:6]([NH:8][CH:9]([C:11]1[S:12][C:13]([C:16]([O:18][CH2:21][C:22]2[CH:27]=[CH:26][CH:25]=[CH:24][CH:23]=2)=[O:17])=[CH:14][N:15]=1)[CH3:10])=[O:7])([CH3:2])([CH3:3])[CH3:4].